Dataset: Full USPTO retrosynthesis dataset with 1.9M reactions from patents (1976-2016). Task: Predict the reactants needed to synthesize the given product. (1) The reactants are: [Br:1][C:2]1[CH:3]=[C:4]([N+:18]([O-])=O)[C:5]([C:8]2[CH:13]=[CH:12][C:11]([S:14]([CH3:17])(=[O:16])=[O:15])=[CH:10][CH:9]=2)=[N:6][CH:7]=1.C1(P(C2C=CC=CC=2)C2C=CC=CC=2)C=CC=CC=1.ClC1C=CC=CC=1Cl. Given the product [Br:1][C:2]1[CH:7]=[N:6][C:5]2[C:8]3[CH:13]=[CH:12][C:11]([S:14]([CH3:17])(=[O:16])=[O:15])=[CH:10][C:9]=3[NH:18][C:4]=2[CH:3]=1, predict the reactants needed to synthesize it. (2) Given the product [NH:32]1[C:33]2[C:29](=[CH:28][C:27]([NH:26][C:2]3[N:11]=[CH:10][C:9]4[N:8]([C:12]5[CH:17]=[CH:16][CH:15]=[CH:14][CH:13]=5)[C:7](=[O:18])[C:6]([CH3:20])([CH3:19])[N:5]([CH2:21][CH2:22][CH:23]([CH3:24])[CH3:25])[C:4]=4[N:3]=3)=[CH:35][CH:34]=2)[CH:30]=[N:31]1, predict the reactants needed to synthesize it. The reactants are: Cl[C:2]1[N:11]=[CH:10][C:9]2[N:8]([C:12]3[CH:17]=[CH:16][CH:15]=[CH:14][CH:13]=3)[C:7](=[O:18])[C:6]([CH3:20])([CH3:19])[N:5]([CH2:21][CH2:22][CH:23]([CH3:25])[CH3:24])[C:4]=2[N:3]=1.[NH2:26][C:27]1[CH:28]=[C:29]2[C:33](=[CH:34][CH:35]=1)[NH:32][N:31]=[CH:30]2.FC(F)(F)C(O)=O. (3) Given the product [CH3:1][S:2]([O:6][CH2:7][C:8]1[CH:25]=[CH:24][C:11]2[CH2:12][CH2:13][N:14]([C:17]([O:19][C:20]([CH3:21])([CH3:22])[CH3:23])=[O:18])[CH2:15][CH2:16][C:10]=2[CH:9]=1)(=[O:4])=[O:3], predict the reactants needed to synthesize it. The reactants are: [CH3:1][S:2](Cl)(=[O:4])=[O:3].[OH:6][CH2:7][C:8]1[CH:25]=[CH:24][C:11]2[CH2:12][CH2:13][N:14]([C:17]([O:19][C:20]([CH3:23])([CH3:22])[CH3:21])=[O:18])[CH2:15][CH2:16][C:10]=2[CH:9]=1.C(N(CC)CC)C.